Task: Predict the reactants needed to synthesize the given product.. Dataset: Full USPTO retrosynthesis dataset with 1.9M reactions from patents (1976-2016) (1) Given the product [Cl:19][C:16]1[CH:17]=[CH:18][C:11]2[CH2:10][CH2:9][NH:8][CH2:14][CH2:13][C:12]=2[C:15]=1[NH:20][CH2:21][C:22]1[CH:27]=[CH:26][C:25]([C:28](=[O:33])[NH:29][CH:30]([CH3:32])[CH3:31])=[C:24]([F:34])[CH:23]=1, predict the reactants needed to synthesize it. The reactants are: C(OC([N:8]1[CH2:14][CH2:13][C:12]2[C:15]([NH:20][CH2:21][C:22]3[CH:27]=[CH:26][C:25]([C:28](=[O:33])[NH:29][CH:30]([CH3:32])[CH3:31])=[C:24]([F:34])[CH:23]=3)=[C:16]([Cl:19])[CH:17]=[CH:18][C:11]=2[CH2:10][CH2:9]1)=O)(C)(C)C. (2) Given the product [CH3:53][S:50]([C:44]1[CH:43]=[CH:42][C:41]2[N:40]([C@@H:18]([CH:19]3[CH2:24][CH2:23][O:22][CH2:21][CH2:20]3)[C:25]3[CH:30]=[CH:29][CH:28]=[CH:27][CH:26]=3)[C:39]3[CH:38]=[C:37]([C:36]4[N:32]([CH3:31])[N:33]=[N:34][C:35]=4[CH3:54])[CH:49]=[N:48][C:47]=3[C:46]=2[CH:45]=1)(=[O:52])=[O:51], predict the reactants needed to synthesize it. The reactants are: BrC1C=NC2C3C=CC(S(C)=O)=CC=3N([C@H:18]([C:25]3[CH:30]=[CH:29][CH:28]=[CH:27][CH:26]=3)[CH:19]3[CH2:24][CH2:23][O:22][CH2:21][CH2:20]3)C=2C=1.[CH3:31][N:32]1[C:36]([C:37]2[CH:49]=[N:48][C:47]3[C:46]4[CH:45]=[C:44]([S:50]([CH3:53])(=[O:52])=[O:51])[CH:43]=[CH:42][C:41]=4[NH:40][C:39]=3[CH:38]=2)=[C:35]([CH3:54])[N:34]=[N:33]1. (3) Given the product [CH3:30][NH:29][C:27]([C:25]1[N:24]=[N:23][N:22]([CH2:21][CH2:20][CH2:19][CH2:18][C:15]2[N:16]=[N:17][C:12]([NH:11][C:9](=[O:10])[CH2:8][C:4]3[CH:3]=[C:2]([C:34]4[CH:35]=[CH:36][CH:37]=[CH:38][C:33]=4[C:32]([F:43])([F:42])[F:31])[CH:7]=[CH:6][N:5]=3)=[CH:13][CH:14]=2)[CH:26]=1)=[O:28], predict the reactants needed to synthesize it. The reactants are: Br[C:2]1[CH:7]=[CH:6][N:5]=[C:4]([CH2:8][C:9]([NH:11][C:12]2[N:17]=[N:16][C:15]([CH2:18][CH2:19][CH2:20][CH2:21][N:22]3[CH:26]=[C:25]([C:27]([NH:29][CH3:30])=[O:28])[N:24]=[N:23]3)=[CH:14][CH:13]=2)=[O:10])[CH:3]=1.[F:31][C:32]([F:43])([F:42])[C:33]1[CH:38]=[CH:37][CH:36]=[CH:35][C:34]=1B(O)O.C([O-])([O-])=O.[Cs+].[Cs+]. (4) Given the product [NH:8]1[CH2:9][CH:10]([N:12]2[CH2:13][CH2:14][N:15]([C:18]([C:20]3[S:21][CH:22]=[CH:23][N:24]=3)=[O:19])[CH2:16][CH2:17]2)[CH2:11]1, predict the reactants needed to synthesize it. The reactants are: C(OC([N:8]1[CH2:11][CH:10]([N:12]2[CH2:17][CH2:16][N:15]([C:18]([C:20]3[S:21][CH:22]=[CH:23][N:24]=3)=[O:19])[CH2:14][CH2:13]2)[CH2:9]1)=O)(C)(C)C.C(O)(C(F)(F)F)=O. (5) Given the product [C:1]([C:5]1[C:14]2[C:9](=[CH:10][C:11]([O:29][CH3:30])=[C:12](/[C:15](/[CH3:28])=[C:16](/[F:27])\[CH:17]=[CH:18]\[C:19](\[CH3:26])=[CH:20]\[C:21]([OH:23])=[O:22])[CH:13]=2)[O:8][C:7]([CH3:32])([CH3:31])[CH:6]=1)([CH3:4])([CH3:2])[CH3:3], predict the reactants needed to synthesize it. The reactants are: [C:1]([C:5]1[C:14]2[C:9](=[CH:10][C:11]([O:29][CH3:30])=[C:12](/[C:15](/[CH3:28])=[C:16](/[F:27])\[CH:17]=[CH:18]\[C:19](\[CH3:26])=[CH:20]\[C:21]([O:23]CC)=[O:22])[CH:13]=2)[O:8][C:7]([CH3:32])([CH3:31])[CH:6]=1)([CH3:4])([CH3:3])[CH3:2].[OH-].[Na+].